Predict which catalyst facilitates the given reaction. From a dataset of Catalyst prediction with 721,799 reactions and 888 catalyst types from USPTO. (1) The catalyst class is: 30. Product: [Br:1][CH:2]1[CH2:17][CH2:18][N:5]([CH2:6][C:7]2[CH:12]=[CH:11][C:10]([C:13]([F:16])([F:15])[F:14])=[CH:9][CH:8]=2)[C:3]1=[O:4]. Reactant: [Br:1][CH:2]([CH2:17][CH2:18]Br)[C:3]([NH:5][CH2:6][C:7]1[CH:12]=[CH:11][C:10]([C:13]([F:16])([F:15])[F:14])=[CH:9][CH:8]=1)=[O:4].[H-].[Na+]. (2) Reactant: [C:1]([N:8]1[CH:12]=[CH:11][N:10]=[CH:9]1)([N:3]1[CH:7]=[CH:6]N=[CH:4]1)=[O:2].C(N(C(C)C)CC)(C)C.O1CCCC1.Cl.Cl.N1CC[CH:32]([N:35]2[C:43]3[C:38](=[N:39][CH:40]=[CH:41][CH:42]=3)[NH:37][C:36]2=[O:44])[CH2:31]C1. Product: [N:8]1([C:1]([N:3]2[CH2:4][CH2:31][CH:32]([N:35]3[C:43]4[C:38](=[N:39][CH:40]=[CH:41][CH:42]=4)[NH:37][C:36]3=[O:44])[CH2:6][CH2:7]2)=[O:2])[CH:12]=[CH:11][N:10]=[CH:9]1. The catalyst class is: 10. (3) The catalyst class is: 5. Reactant: [CH2:1]([NH:8][C:9](=[O:12])[CH2:10][NH2:11])[C:2]1[CH:7]=[CH:6][CH:5]=[CH:4][CH:3]=1.[CH3:13][C:14]([CH3:16])=O.C(N(CC)CC)C. Product: [CH2:1]([N:8]1[C:9](=[O:12])[CH2:10][NH:11][C:14]1([CH3:16])[CH3:13])[C:2]1[CH:7]=[CH:6][CH:5]=[CH:4][CH:3]=1. (4) Reactant: [N+:1]([C:4]1[CH:9]=[CH:8][CH:7]=[CH:6][C:5]=1[NH:10][CH2:11][CH2:12][NH:13][C:14](=[O:20])[O:15][C:16]([CH3:19])([CH3:18])[CH3:17])([O-])=O. Product: [NH2:1][C:4]1[CH:9]=[CH:8][CH:7]=[CH:6][C:5]=1[NH:10][CH2:11][CH2:12][NH:13][C:14](=[O:20])[O:15][C:16]([CH3:18])([CH3:17])[CH3:19]. The catalyst class is: 29. (5) Reactant: [CH2:1]([O:8][CH:9]1[CH2:14][CH2:13][CH2:12][CH:11]([OH:15])[CH2:10]1)[C:2]1[CH:7]=[CH:6][CH:5]=[CH:4][CH:3]=1. Product: [CH2:1]([O:8][C@@H:9]1[CH2:14][CH2:13][CH2:12][C@H:11]([OH:15])[CH2:10]1)[C:2]1[CH:7]=[CH:6][CH:5]=[CH:4][CH:3]=1. The catalyst class is: 5.